From a dataset of Reaction yield outcomes from USPTO patents with 853,638 reactions. Predict the reaction yield, written as a fraction of the theoretical maximum amount of product (1.0 means a 100% yield; for example, 0.34 means a 34% yield). (1) The reactants are C([O:3][C:4]([C:6]1[CH:7]=[N:8][N:9]([C:17]([CH3:20])([CH3:19])[CH3:18])[C:10]=1[C:11]1[CH:15]=[C:14]([Cl:16])[O:13][N:12]=1)=[O:5])C.[OH-].[Li+]. The catalyst is C(O)C. The product is [C:17]([N:9]1[C:10]([C:11]2[CH:15]=[C:14]([Cl:16])[O:13][N:12]=2)=[C:6]([C:4]([OH:5])=[O:3])[CH:7]=[N:8]1)([CH3:20])([CH3:18])[CH3:19]. The yield is 0.770. (2) The reactants are [O:1]1[C:5]([C:6]2[C:14]3[C:9](=[CH:10][CH:11]=[C:12]([C:15]#[N:16])[CH:13]=3)[NH:8][N:7]=2)=[CH:4][C:3]2[CH:17]=[CH:18][CH:19]=[CH:20][C:2]1=2.C([Sn]([N:34]=[N+:35]=[N-:36])(CCCC)CCCC)CCC.O1CCOCC1.Cl. The catalyst is C1(C)C=CC=CC=1. The product is [N:16]1[NH:34][N:35]=[N:36][C:15]=1[C:12]1[CH:13]=[C:14]2[C:9](=[CH:10][CH:11]=1)[NH:8][N:7]=[C:6]2[C:5]1[O:1][C:2]2[CH:20]=[CH:19][CH:18]=[CH:17][C:3]=2[CH:4]=1. The yield is 0.120. (3) The reactants are [CH3:1][N:2]1[CH2:6][CH2:5][CH2:4][CH:3]1[C:7]1[CH:12]([Si:13]([CH3:16])([CH3:15])[CH3:14])[CH:11]=[CH:10][N:9]([Si](C)(C)C)[CH:8]=1.[CH3:21][N:22]([CH3:26])[C:23](Cl)=[O:24].C([O-])(O)=O.[Na+]. The catalyst is C(Cl)Cl. The product is [CH3:21][N:22]([CH3:26])[C:23]([N:9]1[CH:10]=[CH:11][C@H:12]([Si:13]([CH3:16])([CH3:15])[CH3:14])[C:7]([CH:3]2[CH2:4][CH2:5][CH2:6][N:2]2[CH3:1])=[CH:8]1)=[O:24]. The yield is 0.590. (4) The reactants are [NH:1]1[C:9]2[C:4](=[CH:5][CH:6]=[CH:7][CH:8]=2)[CH2:3][CH2:2]1.[BH-](OC(C)=O)(OC(C)=O)OC(C)=O.[Na+].[CH:24]([C:26]1[CH:31]=[CH:30][C:29]([C:32]2[CH:36]=[C:35]([C:37]([NH2:39])=[O:38])[O:34][N:33]=2)=[CH:28][CH:27]=1)=O.C([O-])([O-])=O.[Na+].[Na+]. The catalyst is ClC(Cl)C.CC(O)=O. The product is [N:1]1([CH2:24][C:26]2[CH:27]=[CH:28][C:29]([C:32]3[CH:36]=[C:35]([C:37]([NH2:39])=[O:38])[O:34][N:33]=3)=[CH:30][CH:31]=2)[C:9]2[C:4](=[CH:5][CH:6]=[CH:7][CH:8]=2)[CH2:3][CH2:2]1. The yield is 0.650. (5) The reactants are [F:1][C:2]1[CH:32]=[CH:31][C:5]([CH2:6][NH:7][C:8]([C:10]2[N:11]=[C:12]3[N:17]([C:18](=[O:28])[C:19]=2[O:20][CH2:21][C:22]2[CH:27]=[CH:26][CH:25]=[CH:24][CH:23]=2)[CH2:16][CH2:15][O:14][C:13]3([CH3:30])[CH3:29])=[O:9])=[C:4](I)[CH:3]=1.C1(P(C2C=CC=CC=2)C2C=CC=CC=2)C=CC=CC=1.[CH3:53][Si:54]([C:57]#[CH:58])([CH3:56])[CH3:55]. The catalyst is CN(C)C=O.N1CCCCC1.C(OCC)(=O)C.Cl[Pd](Cl)([P](C1C=CC=CC=1)(C1C=CC=CC=1)C1C=CC=CC=1)[P](C1C=CC=CC=1)(C1C=CC=CC=1)C1C=CC=CC=1.[Cu]I. The product is [F:1][C:2]1[CH:32]=[CH:31][C:5]([CH2:6][NH:7][C:8]([C:10]2[N:11]=[C:12]3[N:17]([C:18](=[O:28])[C:19]=2[O:20][CH2:21][C:22]2[CH:27]=[CH:26][CH:25]=[CH:24][CH:23]=2)[CH2:16][CH2:15][O:14][C:13]3([CH3:30])[CH3:29])=[O:9])=[C:4]([C:58]#[C:57][Si:54]([CH3:56])([CH3:55])[CH3:53])[CH:3]=1. The yield is 0.630. (6) The reactants are [Br:1][C:2]1[C:3]([C@@H:8]([NH:22][C:23](=[O:29])[O:24][C:25]([CH3:28])([CH3:27])[CH3:26])[C@H:9]([C:14]2[CH:19]=[CH:18][CH:17]=[C:16]([F:20])[C:15]=2[F:21])[CH2:10][CH2:11][CH:12]=[CH2:13])=[N:4][CH:5]=[CH:6][N:7]=1.[C:30]([O:34][CH3:35])(=[O:33])C=C. The catalyst is C(Cl)Cl. The product is [Br:1][C:2]1[C:3]([C@@H:8]([NH:22][C:23]([O:24][C:25]([CH3:28])([CH3:27])[CH3:26])=[O:29])[C@H:9]([C:14]2[CH:19]=[CH:18][CH:17]=[C:16]([F:20])[C:15]=2[F:21])[CH2:10][CH2:11]/[CH:12]=[CH:13]/[C:30]([O:34][CH3:35])=[O:33])=[N:4][CH:5]=[CH:6][N:7]=1. The yield is 0.840. (7) The reactants are [C:1]([C:5]1[C:10]([N+:11]([O-:13])=[O:12])=[CH:9][C:8]([NH:14][C:15]#[C:16][Si](C)(C)C)=[CH:7][CH:6]=1)([CH3:4])([CH3:3])[CH3:2]. The catalyst is CN(C=O)C.[Cu]I. The product is [C:1]([C:5]1[CH:6]=[C:7]2[C:8](=[CH:9][C:10]=1[N+:11]([O-:13])=[O:12])[NH:14][CH:15]=[CH:16]2)([CH3:4])([CH3:3])[CH3:2]. The yield is 0.690. (8) The reactants are [Br:1][C:2]1[CH:3]=[C:4]([C:8]2([C:25]3[CH:30]=[CH:29][C:28]([O:31][S:32]([CH3:35])(=[O:34])=[O:33])=[CH:27][CH:26]=3)[C:16]3[C:11](=[CH:12][CH:13]=[CH:14][CH:15]=3)[C:10]([NH:17]C(OC(C)(C)C)=O)=[N:9]2)[CH:5]=[CH:6][CH:7]=1.[F:36][C:37]([F:42])([F:41])[C:38]([OH:40])=[O:39]. The catalyst is ClCCl. The product is [F:36][C:37]([F:42])([F:41])[C:38]([OH:40])=[O:39].[NH2:17][C:10]1[C:11]2[C:16](=[CH:15][CH:14]=[CH:13][CH:12]=2)[C:8]([C:25]2[CH:30]=[CH:29][C:28]([O:31][S:32]([CH3:35])(=[O:34])=[O:33])=[CH:27][CH:26]=2)([C:4]2[CH:5]=[CH:6][CH:7]=[C:2]([Br:1])[CH:3]=2)[N:9]=1. The yield is 0.900. (9) The reactants are [CH3:1][O:2][C:3]1[CH:12]=[CH:11][C:10]2[CH2:9][CH2:8][CH2:7][CH2:6][C:5]=2[C:4]=1[OH:13].C(=O)([O-])[O-].[Cs+].[Cs+].Br[CH:21]([CH3:23])[CH3:22]. The catalyst is CC(C)=O. The product is [CH:21]([O:13][C:4]1[C:3]([O:2][CH3:1])=[CH:12][CH:11]=[C:10]2[C:5]=1[CH2:6][CH2:7][CH2:8][CH2:9]2)([CH3:23])[CH3:22]. The yield is 0.930. (10) The reactants are C(OC([N:8]1[CH2:30][CH2:29][C:11]2[N:12]=[C:13]([NH:17][C:18]3[CH:23]=[CH:22][C:21]([C:24]4[O:28][CH:27]=[N:26][CH:25]=4)=[CH:20][CH:19]=3)[N:14]=[C:15]([OH:16])[C:10]=2[CH2:9]1)=O)(C)(C)C.[C:31]1([CH2:37]O)[CH:36]=[CH:35][CH:34]=[CH:33][CH:32]=1.C1(P(C2C=CC=CC=2)C2C=CC=CC=2)C=CC=CC=1.N(C(OC(C)C)=O)=NC(OC(C)C)=O.Cl. The catalyst is C1COCC1. The product is [CH2:37]([O:16][C:15]1[C:10]2[CH2:9][NH:8][CH2:30][CH2:29][C:11]=2[N:12]=[C:13]([NH:17][C:18]2[CH:19]=[CH:20][C:21]([C:24]3[O:28][CH:27]=[N:26][CH:25]=3)=[CH:22][CH:23]=2)[N:14]=1)[C:31]1[CH:36]=[CH:35][CH:34]=[CH:33][CH:32]=1. The yield is 0.397.